Predict the reaction yield, written as a fraction of the theoretical maximum amount of product (1.0 means a 100% yield; for example, 0.34 means a 34% yield). From a dataset of Reaction yield outcomes from USPTO patents with 853,638 reactions. (1) The reactants are Cl.Cl.[CH3:3][C@H:4]1[CH2:8][CH2:7][CH2:6][N:5]1[C@H:9]1[CH2:13][CH2:12][NH:11][CH2:10]1.Cl[C:15]1[CH:20]=[CH:19][C:18]([N+:21]([O-:23])=[O:22])=[C:17]([CH3:24])[N:16]=1.C(=O)([O-])[O-].[K+].[K+]. The catalyst is C(#N)C. The product is [CH3:3][C@H:4]1[CH2:8][CH2:7][CH2:6][N:5]1[C@H:9]1[CH2:13][CH2:12][N:11]([C:15]2[CH:20]=[CH:19][C:18]([N+:21]([O-:23])=[O:22])=[C:17]([CH3:24])[N:16]=2)[CH2:10]1. The yield is 0.820. (2) The reactants are [Li]CCCC.N(C(C)C)C(C)C.[CH:13]1([C:16]([O:18][C:19]([CH3:22])([CH3:21])[CH3:20])=[O:17])[CH2:15][CH2:14]1.Br[CH2:24][CH2:25][CH2:26][CH2:27][Cl:28].[NH4+].[Cl-]. The catalyst is C1COCC1. The product is [Cl:28][CH2:27][CH2:26][CH2:25][CH2:24][C:13]1([C:16]([O:18][C:19]([CH3:22])([CH3:21])[CH3:20])=[O:17])[CH2:15][CH2:14]1. The yield is 0.520. (3) The reactants are [C:1]([C:4]1[C:13](=[O:14])[C:12]2[C:7](=[CH:8][CH:9]=[CH:10][CH:11]=2)[NH:6][CH:5]=1)(=[O:3])[CH3:2].C([O-])([O-])=O.[K+].[K+].[F:21][C:22]1[CH:27]=[CH:26][C:25]([CH2:28]Br)=[CH:24][CH:23]=1.O. The catalyst is CN(C=O)C. The product is [F:21][C:22]1[CH:27]=[CH:26][C:25]([CH2:28][N:6]2[C:7]3[C:12](=[CH:11][CH:10]=[CH:9][CH:8]=3)[C:13](=[O:14])[C:4]([C:1](=[O:3])[CH3:2])=[CH:5]2)=[CH:24][CH:23]=1. The yield is 0.650. (4) The reactants are [F:1][C:2]1[CH:3]=[C:4]([C:26]2[CH:31]=[CH:30][CH:29]=[CH:28][CH:27]=2)[CH:5]=[CH:6][C:7]=1[CH2:8][CH2:9][C:10]([CH3:25])([S:21]([CH3:24])(=[O:23])=[O:22])[C:11]([NH:13][O:14]C1CCCCO1)=[O:12].Cl. The catalyst is ClCCl.O1CCOCC1. The product is [F:1][C:2]1[CH:3]=[C:4]([C:26]2[CH:27]=[CH:28][CH:29]=[CH:30][CH:31]=2)[CH:5]=[CH:6][C:7]=1[CH2:8][CH2:9][C:10]([CH3:25])([S:21]([CH3:24])(=[O:23])=[O:22])[C:11]([NH:13][OH:14])=[O:12]. The yield is 0.145. (5) The yield is 0.703. The product is [OH:8][C:9]1[CH:17]=[CH:16][C:15]2[NH:14][C:13]3[CH:18]([CH2:21][C:22]([O:24][CH2:25][CH3:26])=[O:23])[CH2:19][CH2:20][C:12]=3[C:11]=2[CH:10]=1. The reactants are C([O:8][C:9]1[CH:17]=[CH:16][C:15]2[NH:14][C:13]3[C:18](=[CH:21][C:22]([O:24][CH2:25][CH3:26])=[O:23])[CH2:19][CH2:20][C:12]=3[C:11]=2[CH:10]=1)C1C=CC=CC=1. The catalyst is [Pd].C(OCC)(=O)C. (6) The reactants are [Br:1][C:2]1[CH:35]=[C:34]([F:36])[CH:33]=[CH:32][C:3]=1[O:4][C:5]1[C:6]([NH:20][C:21]2[S:22][CH:23]=[C:24]([CH:26]3[CH2:31][CH2:30][NH:29][CH2:28][CH2:27]3)[N:25]=2)=[N:7][CH:8]=[C:9]([S:11][C:12]2[CH:17]=[CH:16][CH:15]=[C:14]([O:18][CH3:19])[CH:13]=2)[CH:10]=1.C(N(CC)CC)C.[ClH:44].[CH3:45][N:46]([CH3:51])[CH2:47][C:48]([Cl:50])=[O:49].Cl. The catalyst is C(Cl)Cl. The product is [ClH:50].[ClH:44].[Br:1][C:2]1[CH:35]=[C:34]([F:36])[CH:33]=[CH:32][C:3]=1[O:4][C:5]1[C:6]([NH:20][C:21]2[S:22][CH:23]=[C:24]([CH:26]3[CH2:31][CH2:30][N:29]([C:48](=[O:49])[CH2:47][N:46]([CH3:51])[CH3:45])[CH2:28][CH2:27]3)[N:25]=2)=[N:7][CH:8]=[C:9]([S:11][C:12]2[CH:17]=[CH:16][CH:15]=[C:14]([O:18][CH3:19])[CH:13]=2)[CH:10]=1. The yield is 0.701. (7) The yield is 0.630. The catalyst is C1COCC1. The reactants are [F:1][C:2]1[CH:7]=[CH:6][CH:5]=[C:4]([F:8])[C:3]=1[C:9]1[NH:10][C:11]2[C:17]([CH3:18])=[CH:16][CH:15]=[CH:14][C:12]=2[N:13]=1.[CH3:19][C:20]([CH3:24])=[CH:21][CH2:22]Br.[H-].[Na+]. The product is [CH3:19][C:20]([CH3:24])=[CH:21][CH2:22][N:13]1[C:12]2[CH:14]=[CH:15][CH:16]=[C:17]([CH3:18])[C:11]=2[N:10]=[C:9]1[C:3]1[C:4]([F:8])=[CH:5][CH:6]=[CH:7][C:2]=1[F:1].